From a dataset of Catalyst prediction with 721,799 reactions and 888 catalyst types from USPTO. Predict which catalyst facilitates the given reaction. (1) Reactant: [Br:1][C:2]1[CH:7]=[CH:6][C:5]([OH:8])=[CH:4][C:3]=1[O:9][CH3:10].C(=O)([O-])[O-].[K+].[K+].[CH2:17](Br)[C:18]1[CH:23]=[CH:22][CH:21]=[CH:20][CH:19]=1. Product: [CH2:17]([O:8][C:5]1[CH:6]=[CH:7][C:2]([Br:1])=[C:3]([O:9][CH3:10])[CH:4]=1)[C:18]1[CH:23]=[CH:22][CH:21]=[CH:20][CH:19]=1. The catalyst class is: 21. (2) Reactant: [C:1]([C:3]1[N:8]=[N:7][C:6]([N:9]2[CH2:14][CH2:13][CH:12]([NH:15]C(=O)OC(C)(C)C)[CH2:11][CH2:10]2)=[CH:5][CH:4]=1)#[N:2].Cl.CCOC(C)=O. Product: [NH2:15][CH:12]1[CH2:13][CH2:14][N:9]([C:6]2[N:7]=[N:8][C:3]([C:1]#[N:2])=[CH:4][CH:5]=2)[CH2:10][CH2:11]1. The catalyst class is: 2. (3) Reactant: [CH2:1]([N:3]1[CH2:8][C:7]([CH3:10])([CH3:9])[O:6][C:5](=[O:11])[CH:4]1[CH2:12][C:13]([OH:15])=O)[CH3:2].C(N(C(C)C)CC)(C)C.CN(C(ON1N=NC2C=CC=NC1=2)=[N+](C)C)C.F[P-](F)(F)(F)(F)F.[CH3:49][N:50]1[CH2:55][CH2:54][NH:53][CH2:52][CH2:51]1. Product: [CH2:1]([N:3]1[CH2:8][C:7]([CH3:9])([CH3:10])[O:6][C:5](=[O:11])[CH:4]1[CH2:12][C:13]([N:53]1[CH2:54][CH2:55][N:50]([CH3:49])[CH2:51][CH2:52]1)=[O:15])[CH3:2]. The catalyst class is: 3. (4) Reactant: [C:1]([O:4][CH2:5][CH2:6][CH2:7][CH2:8][O:9][C:10]1[C:15]([Cl:16])=[CH:14][C:13]([OH:17])=[CH:12][C:11]=1[Cl:18])(=[O:3])[CH3:2].[Cl:19][C:20](Cl)([Cl:24])[CH2:21][CH2:22]Cl.C(=O)([O-])[O-].[K+].[K+].O. Product: [C:1]([O:4][CH2:5][CH2:6][CH2:7][CH2:8][O:9][C:10]1[C:11]([Cl:18])=[CH:12][C:13]([O:17][CH2:22][CH:21]=[C:20]([Cl:24])[Cl:19])=[CH:14][C:15]=1[Cl:16])(=[O:3])[CH3:2]. The catalyst class is: 3. (5) Reactant: [CH2:1]([O:8][C:9]1[CH:14]=[CH:13][C:12]([N:15]2[C:19](=[O:20])[CH2:18][CH:17]([C:21]([OH:23])=[O:22])[CH2:16]2)=[CH:11][CH:10]=1)[C:2]1[CH:7]=[CH:6][CH:5]=[CH:4][CH:3]=1.S(=O)(=O)(O)O.Cl[CH2:30]Cl. Product: [CH3:30][O:22][C:21]([CH:17]1[CH2:18][C:19](=[O:20])[N:15]([C:12]2[CH:13]=[CH:14][C:9]([O:8][CH2:1][C:2]3[CH:3]=[CH:4][CH:5]=[CH:6][CH:7]=3)=[CH:10][CH:11]=2)[CH2:16]1)=[O:23]. The catalyst class is: 5. (6) Product: [Cl:8][C:4]1[CH:5]=[CH:6][CH:7]=[C:2]([Cl:1])[C:3]=1[S:9]([CH2:12][C:13]1[C:17]([CH2:18][O:19][C:20]2[CH:21]=[CH:22][C:23]([C:26]3[CH:27]=[C:28]4[C:33](=[CH:34][CH:35]=3)[N:32]=[C:31]([C:36]([OH:38])=[O:37])[CH:30]=[CH:29]4)=[CH:24][CH:25]=2)=[C:16]([CH:41]([CH3:43])[CH3:42])[O:15][N:14]=1)(=[O:10])=[O:11]. Reactant: [Cl:1][C:2]1[CH:7]=[CH:6][CH:5]=[C:4]([Cl:8])[C:3]=1[S:9]([CH2:12][C:13]1[C:17]([CH2:18][O:19][C:20]2[CH:25]=[CH:24][C:23]([C:26]3[CH:27]=[C:28]4[C:33](=[CH:34][CH:35]=3)[N:32]=[C:31]([C:36]([O:38]CC)=[O:37])[CH:30]=[CH:29]4)=[CH:22][CH:21]=2)=[C:16]([CH:41]([CH3:43])[CH3:42])[O:15][N:14]=1)(=[O:11])=[O:10].O1CCCC1.CO.[OH-].[Na+]. The catalyst class is: 4. (7) Reactant: COC1C=CC(C[O:8][C:9]2[N:14]=[C:13]([CH3:15])[N:12]=[C:11]([C:16]#[N:17])[CH:10]=2)=CC=1.C(O)(C(F)(F)F)=O. Product: [OH:8][C:9]1[N:14]=[C:13]([CH3:15])[N:12]=[C:11]([C:16]#[N:17])[CH:10]=1. The catalyst class is: 2.